From a dataset of Catalyst prediction with 721,799 reactions and 888 catalyst types from USPTO. Predict which catalyst facilitates the given reaction. (1) Reactant: [CH:1]([O:4][C:5]([N:7]1[CH2:12][CH2:11][CH:10]([O:13][C:14]2[C:19]([CH3:20])=[C:18](Cl)[N:17]=[CH:16][N:15]=2)[CH2:9][CH2:8]1)=[O:6])([CH3:3])[CH3:2].[F:22][C:23]1[CH:24]=[C:25]([CH2:30][C:31]([OH:33])=[O:32])[CH:26]=[CH:27][C:28]=1[OH:29].[H-].[Na+]. Product: [CH:1]([O:4][C:5]([N:7]1[CH2:12][CH2:11][CH:10]([O:13][C:14]2[C:19]([CH3:20])=[C:18]([O:29][C:28]3[CH:27]=[CH:26][C:25]([CH2:30][C:31]([OH:33])=[O:32])=[CH:24][C:23]=3[F:22])[N:17]=[CH:16][N:15]=2)[CH2:9][CH2:8]1)=[O:6])([CH3:3])[CH3:2]. The catalyst class is: 44. (2) Reactant: [C:1]([O:6][CH2:7][CH2:8][CH2:9][Si:10]([O:15][CH3:16])([O:13][CH3:14])[O:11][CH3:12])(=[O:5])[C:2]([CH3:4])=[CH2:3].[C:17]([O:22][C:23]([CH3:26])([CH3:25])[CH3:24])(=[O:21])[C:18]([CH3:20])=[CH2:19].[CH:27]12[CH2:33][CH:30]([CH:31]=[CH:32]1)[CH2:29][CH:28]2[C:34]([O:36][CH3:37])=[O:35].[C:38]1(=[O:44])[O:43][C:41](=[O:42])[CH:40]=[CH:39]1.N(C(C)(C)C#N)=NC(C)(C)C#N. Product: [C:1]([O:6][CH2:7][CH2:8][CH2:9][Si:10]([O:15][CH3:16])([O:11][CH3:12])[O:13][CH3:14])(=[O:5])[C:2]([CH3:4])=[CH2:3].[C:17]([O:22][C:23]([CH3:26])([CH3:25])[CH3:24])(=[O:21])[C:18]([CH3:20])=[CH2:19].[CH:27]12[CH2:33][CH:30]([CH:31]=[CH:32]1)[CH2:29][CH:28]2[C:34]([O:36][CH3:37])=[O:35].[C:41]1(=[O:42])[O:43][C:38](=[O:44])[CH:39]=[CH:40]1. The catalyst class is: 469. (3) Reactant: [O:1]1[C:5]2([CH2:10][CH2:9][CH2:8][CH2:7][CH2:6]2)[O:4][C@@H:3]([CH2:11][OH:12])[C@@H:2]1[CH2:13][OH:14].[H-].[Na+].I[CH3:18]. Product: [CH3:18][O:12][CH2:11][C@@H:3]1[O:4][C:5]2([CH2:10][CH2:9][CH2:8][CH2:7][CH2:6]2)[O:1][C@H:2]1[CH2:13][OH:14]. The catalyst class is: 3. (4) Reactant: Cl.Cl.[CH3:3][O:4][C:5]1[CH:10]=[CH:9][C:8]([C:11]2[N:16]=[C:15]([C:17]3[CH:18]=[N:19][N:20]([C:22]4([CH2:26][C:27]#[N:28])[CH2:25][NH:24][CH2:23]4)[CH:21]=3)[N:14]3[CH:29]=[CH:30][N:31]=[C:13]3[CH:12]=2)=[CH:7][CH:6]=1.CCN(C(C)C)C(C)C.[F:41][C:42]([F:55])([F:54])[S:43](O[S:43]([C:42]([F:55])([F:54])[F:41])(=[O:45])=[O:44])(=[O:45])=[O:44]. Product: [CH3:3][O:4][C:5]1[CH:6]=[CH:7][C:8]([C:11]2[N:16]=[C:15]([C:17]3[CH:18]=[N:19][N:20]([C:22]4([CH2:26][C:27]#[N:28])[CH2:25][N:24]([S:43]([C:42]([F:55])([F:54])[F:41])(=[O:45])=[O:44])[CH2:23]4)[CH:21]=3)[N:14]3[CH:29]=[CH:30][N:31]=[C:13]3[CH:12]=2)=[CH:9][CH:10]=1. The catalyst class is: 2. (5) Reactant: [NH2:1][C:2]1[C:7]([CH:8]=[O:9])=[C:6]([CH:10]2[CH2:12][CH2:11]2)[N:5]=[C:4](Cl)[CH:3]=1.[C:14]([O:18][CH3:19])(=[O:17])[CH:15]=[CH2:16].C1(C2C=CC=CC=2)C=CC=CC=1P(C(C)(C)C)C(C)(C)C.C(N(CC)CC)C. Product: [NH2:1][C:2]1[C:7]([CH:8]=[O:9])=[C:6]([CH:10]2[CH2:12][CH2:11]2)[N:5]=[C:4](/[CH:16]=[CH:15]/[C:14]([O:18][CH3:19])=[O:17])[CH:3]=1. The catalyst class is: 274. (6) Reactant: [Cl:1][C:2]1[CH:3]=[C:4]([S:9]([CH:12]2[CH2:17][CH2:16][N:15](C(OC(C)(C)C)=O)[CH2:14][CH2:13]2)(=[O:11])=[O:10])[CH:5]=[CH:6][C:7]=1[Cl:8].Cl.C([O-])([O-])=O.[Na+].[Na+]. Product: [Cl:1][C:2]1[CH:3]=[C:4]([S:9]([CH:12]2[CH2:17][CH2:16][NH:15][CH2:14][CH2:13]2)(=[O:11])=[O:10])[CH:5]=[CH:6][C:7]=1[Cl:8]. The catalyst class is: 5. (7) Reactant: [C:1]1([CH3:11])[CH:6]=[CH:5][C:4]([S:7](Cl)(=[O:9])=[O:8])=[CH:3][CH:2]=1.[OH:12][C@@H:13]([C:16]1[CH:17]=[C:18]([CH:24](CC)[CH2:25][C:26]([O:28][CH2:29][CH3:30])=[O:27])[CH:19]=[C:20]([F:23])[C:21]=1[F:22])[CH2:14][OH:15]. Product: [F:23][C:20]1[CH:19]=[C:18]([CH2:24][CH2:25][C:26]([O:28][CH2:29][CH3:30])=[O:27])[CH:17]=[C:16]([C@H:13]([OH:12])[CH2:14][O:15][S:7]([C:4]2[CH:5]=[CH:6][C:1]([CH3:11])=[CH:2][CH:3]=2)(=[O:9])=[O:8])[C:21]=1[F:22]. The catalyst class is: 17. (8) Reactant: C(OC([N:8]1[CH2:15][C:14]2[C:13]([NH2:16])=[N:12][NH:11][C:10]=2[C:9]1([CH3:18])[CH3:17])=O)(C)(C)C.[Cl:19][CH:20]([C:24](=O)[CH3:25])[C:21](=O)[CH3:22].Cl. Product: [ClH:19].[Cl:19][C:20]1[C:24]([CH3:25])=[N:16][C:13]2[N:12]([N:11]=[C:10]3[C:9]([CH3:17])([CH3:18])[NH:8][CH2:15][C:14]3=2)[C:21]=1[CH3:22]. The catalyst class is: 52.